The task is: Predict the reaction yield, written as a fraction of the theoretical maximum amount of product (1.0 means a 100% yield; for example, 0.34 means a 34% yield).. This data is from Reaction yield outcomes from USPTO patents with 853,638 reactions. The reactants are [F:1][CH:2]([F:18])[C:3]1[N:7]2[N:8]=[C:9]([N:12]3[CH2:17][CH2:16][NH:15][CH2:14][CH2:13]3)[CH:10]=[CH:11][C:6]2=[N:5][N:4]=1.[F:19][CH:20]([F:30])[C:21]1[CH:28]=[CH:27][C:26]([F:29])=[CH:25][C:22]=1[CH:23]=O. No catalyst specified. The product is [F:18][CH:2]([F:1])[C:3]1[N:7]2[N:8]=[C:9]([N:12]3[CH2:13][CH2:14][N:15]([CH2:23][C:22]4[CH:25]=[C:26]([F:29])[CH:27]=[CH:28][C:21]=4[CH:20]([F:30])[F:19])[CH2:16][CH2:17]3)[CH:10]=[CH:11][C:6]2=[N:5][N:4]=1. The yield is 0.580.